From a dataset of Reaction yield outcomes from USPTO patents with 853,638 reactions. Predict the reaction yield, written as a fraction of the theoretical maximum amount of product (1.0 means a 100% yield; for example, 0.34 means a 34% yield). (1) The reactants are [F:1][C:2]1[CH:3]=[CH:4][C:5]2[N:9]=[C:8]([CH3:10])[N:7]([C:11]3[C:12]([CH3:19])=[C:13]([CH:16]=[CH:17][CH:18]=3)[CH:14]=O)[C:6]=2[CH:20]=1.FC1C=CC2N=C(C)N(C3C(C)=C(C=CC=3)C(OC)=O)C=2C=1.[NH2:43][C:44]1[CH:45]=[C:46]2[CH2:52][CH2:51][CH:50]([CH2:53][C:54]([O:56][CH2:57][CH3:58])=[O:55])[C:47]2=[N:48][CH:49]=1.C(O)(=O)C.C(O[BH-](OC(=O)C)OC(=O)C)(=O)C.[Na+].[Cl-].[NH4+]. The catalyst is C(#N)C.O1CCCC1.C(OCC)(=O)C.CO.CCCCCC.O. The product is [F:1][C:2]1[CH:3]=[CH:4][C:5]2[N:9]=[C:8]([CH3:10])[N:7]([C:11]3[C:12]([CH3:19])=[C:13]([CH:16]=[CH:17][CH:18]=3)[CH2:14][NH:43][C:44]3[CH:45]=[C:46]4[CH2:52][CH2:51][CH:50]([CH2:53][C:54]([O:56][CH2:57][CH3:58])=[O:55])[C:47]4=[N:48][CH:49]=3)[C:6]=2[CH:20]=1. The yield is 0.520. (2) The reactants are [CH2:1]([O:3][C:4]1[CH:5]=[C:6]2[C:11](=[C:12]3[CH2:16][C:15]([CH3:18])([CH3:17])[O:14][C:13]=13)[C:10]([C:19]1[CH:20]=[C:21]([N:25]3[C:29](=[O:30])[CH2:28][NH:27][C:26]3=[O:31])[CH:22]=[CH:23][CH:24]=1)=[N:9][C:8]([CH3:33])([CH3:32])[CH2:7]2)[CH3:2].[H-].[Na+].IC.O.[C:39](=O)([O-])O.[Na+]. The catalyst is O1CCCC1. The product is [CH2:1]([O:3][C:4]1[CH:5]=[C:6]2[C:11](=[C:12]3[CH2:16][C:15]([CH3:18])([CH3:17])[O:14][C:13]=13)[C:10]([C:19]1[CH:20]=[C:21]([N:25]3[C:29](=[O:30])[CH2:28][N:27]([CH3:39])[C:26]3=[O:31])[CH:22]=[CH:23][CH:24]=1)=[N:9][C:8]([CH3:32])([CH3:33])[CH2:7]2)[CH3:2]. The yield is 0.640. (3) The reactants are [CH3:1][N:2]1[CH2:7][CH2:6][N:5]([C:8]2[CH:9]=[CH:10][C:11]([N+:15]([O-])=O)=[C:12]([CH:14]=2)[NH2:13])[CH2:4][CH2:3]1.[CH2:18]([O:21][CH2:22][CH2:23][CH2:24][CH2:25][O:26][C:27]1[CH:32]=[CH:31][C:30]([C:33]2[NH:37][C:36]3[CH:38]=[C:39]([CH:42]=O)[CH:40]=[CH:41][C:35]=3[N:34]=2)=[CH:29][CH:28]=1)[C:19]#[CH:20]. The catalyst is C(O)C.C(OCC)(=O)C.O.[Pd]. The product is [CH3:1][N:2]1[CH2:7][CH2:6][N:5]([C:8]2[CH:9]=[CH:10][C:11]3[N:15]=[C:42]([C:39]4[CH:40]=[CH:41][C:35]5[N:34]=[C:33]([C:30]6[CH:29]=[CH:28][C:27]([O:26][CH2:25][CH2:24][CH2:23][CH2:22][O:21][CH2:18][C:19]#[CH:20])=[CH:32][CH:31]=6)[NH:37][C:36]=5[CH:38]=4)[NH:13][C:12]=3[CH:14]=2)[CH2:4][CH2:3]1. The yield is 0.600. (4) The reactants are [Cl:1][C:2]1[N:7]=[CH:6][N+:5]([O-])=[C:4]2[CH2:9][CH2:10][C@@H:11]([CH3:12])[C:3]=12.[C:13]([O:16]C(=O)C)(=[O:15])[CH3:14]. No catalyst specified. The product is [C:13]([O:16][CH:9]1[C:4]2[N:5]=[CH:6][N:7]=[C:2]([Cl:1])[C:3]=2[C@H:11]([CH3:12])[CH2:10]1)(=[O:15])[CH3:14]. The yield is 0.700.